From a dataset of Reaction yield outcomes from USPTO patents with 853,638 reactions. Predict the reaction yield, written as a fraction of the theoretical maximum amount of product (1.0 means a 100% yield; for example, 0.34 means a 34% yield). (1) The reactants are [Br:1][C:2]1[CH:10]=[CH:9][C:5]([C:6]([OH:8])=[O:7])=[C:4]([CH3:11])[CH:3]=1.[CH3:12]C1C=CC(S(O)(=O)=O)=CC=1.O. The catalyst is CO. The product is [CH3:12][O:7][C:6](=[O:8])[C:5]1[CH:9]=[CH:10][C:2]([Br:1])=[CH:3][C:4]=1[CH3:11]. The yield is 0.610. (2) The reactants are [N:1]1([CH2:7][CH2:8][O:9][C:10]2[CH:15]=[CH:14][C:13]([NH2:16])=[CH:12][CH:11]=2)[CH2:6][CH2:5][CH2:4][CH2:3][CH2:2]1.[F:17][C:18]1[CH:26]=[CH:25][CH:24]=[C:23]2[C:19]=1[C:20](=[CH:28]O)[C:21](=[O:27])[NH:22]2. No catalyst specified. The product is [F:17][C:18]1[CH:26]=[CH:25][CH:24]=[C:23]2[C:19]=1[C:20](=[CH:28][NH:16][C:13]1[CH:12]=[CH:11][C:10]([O:9][CH2:8][CH2:7][N:1]3[CH2:2][CH2:3][CH2:4][CH2:5][CH2:6]3)=[CH:15][CH:14]=1)[C:21](=[O:27])[NH:22]2. The yield is 0.630.